Dataset: Reaction yield outcomes from USPTO patents with 853,638 reactions. Task: Predict the reaction yield, written as a fraction of the theoretical maximum amount of product (1.0 means a 100% yield; for example, 0.34 means a 34% yield). The reactants are [H-].[Na+].C1OCCOCCOCCOCCOCCOC1.[CH3:21][C:22]([CH3:50])([CH3:49])[CH2:23][N:24]1[C:28]2[N:29]=[C:30]([C:33]#[N:34])[N:31]=[CH:32][C:27]=2[CH:26]=[C:25]1[CH2:35][N:36]1[C:40](=[O:41])[C:39]2([CH2:46][CH2:45][NH:44][CH2:43][CH2:42]2)[N:38]([CH3:47])[C:37]1=[O:48].Br[CH2:52][CH2:53][CH3:54]. The catalyst is CN(C=O)C. The product is [CH3:21][C:22]([CH3:50])([CH3:49])[CH2:23][N:24]1[C:28]2[N:29]=[C:30]([C:33]#[N:34])[N:31]=[CH:32][C:27]=2[CH:26]=[C:25]1[CH2:35][N:36]1[C:40](=[O:41])[C:39]2([CH2:42][CH2:43][N:44]([CH2:52][CH2:53][CH3:54])[CH2:45][CH2:46]2)[N:38]([CH3:47])[C:37]1=[O:48]. The yield is 0.410.